This data is from Catalyst prediction with 721,799 reactions and 888 catalyst types from USPTO. The task is: Predict which catalyst facilitates the given reaction. Reactant: [CH:1](=[O:7])[CH2:2][CH2:3][CH2:4][CH2:5][CH3:6].[O:8]1[CH:12]=[CH:11][CH:10]=[C:9]1[O:13][Si](C)(C)C.FC(F)(F)S(O[Si](CC)(CC)CC)(=O)=O.Cl. Product: [OH:7][CH:1]([CH:12]1[O:8][C:9](=[O:13])[CH:10]=[CH:11]1)[CH2:2][CH2:3][CH2:4][CH2:5][CH3:6]. The catalyst class is: 4.